From a dataset of Catalyst prediction with 721,799 reactions and 888 catalyst types from USPTO. Predict which catalyst facilitates the given reaction. (1) Reactant: [CH3:1][N:2]1[CH2:8][CH2:7][CH2:6][C:5](=[O:9])[CH2:4][CH2:3]1.Cl.[N+:11]([C:14]1[CH:21]=[CH:20][C:17]([CH:18]=O)=[CH:16][CH:15]=1)([O-:13])=[O:12].OS(O)(=O)=O. Product: [CH3:1][N:2]1[CH2:8][CH2:7]/[C:6](=[CH:18]\[C:17]2[CH:20]=[CH:21][C:14]([N+:11]([O-:13])=[O:12])=[CH:15][CH:16]=2)/[C:5](=[O:9])/[C:4](=[CH:18]/[C:17]2[CH:20]=[CH:21][C:14]([N+:11]([O-:13])=[O:12])=[CH:15][CH:16]=2)/[CH2:3]1. The catalyst class is: 86. (2) Reactant: [H-].[Al+3].[Li+].[H-].[H-].[H-].[Cl-].[Al+3].[Cl-].[Cl-].[F:11][C:12]1[CH:17]=[CH:16][CH:15]=[C:14]([F:18])[C:13]=1[N:19]1[C:23]([S:24]([C:27]2[CH:32]=[CH:31][CH:30]=[CH:29][CH:28]=2)(=[O:26])=[O:25])=[CH:22][C:21]([C:33]([NH:35][CH3:36])=[O:34])=[N:20]1.[OH-:37].[Na+].S([O-])([O-])(=O)=[O:40].[Mg+2].[OH2:45]. Product: [C:33]([OH:34])(=[O:40])/[CH:21]=[CH:22]/[C:23]([OH:45])=[O:37].[F:18][C:14]1[CH:15]=[CH:16][CH:17]=[C:12]([F:11])[C:13]=1[N:19]1[C:23]([S:24]([C:27]2[CH:32]=[CH:31][CH:30]=[CH:29][CH:28]=2)(=[O:25])=[O:26])=[CH:22][C:21]([CH2:33][NH:35][CH3:36])=[N:20]1. The catalyst class is: 7. (3) Reactant: [F:1][C:2]([F:21])([F:20])[CH:3]([OH:19])[CH2:4][CH:5]1[CH2:10][CH2:9][CH:8]([C:11]2[CH:16]=[CH:15][C:14]([O:17][CH3:18])=[CH:13][CH:12]=2)[CH2:7][CH2:6]1.C(=O)(O)[O-].[Na+].CC(OI1(OC(C)=O)(OC(C)=O)OC(=O)C2C=CC=CC1=2)=O. Product: [F:1][C:2]([F:20])([F:21])[C:3](=[O:19])[CH2:4][CH:5]1[CH2:10][CH2:9][CH:8]([C:11]2[CH:16]=[CH:15][C:14]([O:17][CH3:18])=[CH:13][CH:12]=2)[CH2:7][CH2:6]1. The catalyst class is: 2. (4) Reactant: [CH3:1][O:2][C:3](=[O:16])[C:4]1[CH:9]=[C:8]([N+:10]([O-:12])=[O:11])[CH:7]=[C:6]([C:13](Cl)=[O:14])[CH:5]=1.C([O-])([O-])=O.[K+].[K+].[CH3:23][O:24][CH:25]([O:28][CH3:29])[CH2:26][NH2:27]. Product: [CH3:1][O:2][C:3](=[O:16])[C:4]1[CH:9]=[C:8]([N+:10]([O-:12])=[O:11])[CH:7]=[C:6]([C:13]([NH:27][CH2:26][CH:25]([O:28][CH3:29])[O:24][CH3:23])=[O:14])[CH:5]=1. The catalyst class is: 124. (5) Reactant: [CH2:1]([O:3][C:4](=[O:31])[CH2:5][N:6]1[CH:10]=[C:9]([C@H:11]([NH:24]S(C(C)(C)C)=O)[C:12]2[CH:17]=[CH:16][C:15]([O:18][CH2:19][C:20]([F:23])([F:22])[F:21])=[CH:14][N:13]=2)[N:8]=[N:7]1)[CH3:2].[ClH:32].CCOCC. Product: [Cl-:32].[Cl-:32].[NH3+:24][C@@H:11]([C:9]1[N:8]=[N:7][N:6]([CH2:5][C:4]([O:3][CH2:1][CH3:2])=[O:31])[CH:10]=1)[C:12]1[CH:17]=[CH:16][C:15]([O:18][CH2:19][C:20]([F:23])([F:21])[F:22])=[CH:14][NH+:13]=1. The catalyst class is: 14. (6) Reactant: [CH3:1][CH:2]([N:4]([CH2:21][C:22]1[C:30]2[C:25](=[N:26][CH:27]=[CH:28][CH:29]=2)[N:24](COCC[Si](C)(C)C)[CH:23]=1)[C:5]([NH:7][C:8]1[CH:13]=[CH:12][C:11]([S:14]([C:17]([F:20])([F:19])[F:18])(=[O:16])=[O:15])=[CH:10][CH:9]=1)=[O:6])[CH3:3].[F-].C([N+](CCCC)(CCCC)CCCC)CCC. Product: [CH3:3][CH:2]([N:4]([CH2:21][C:22]1[C:30]2[C:25](=[N:26][CH:27]=[CH:28][CH:29]=2)[NH:24][CH:23]=1)[C:5]([NH:7][C:8]1[CH:9]=[CH:10][C:11]([S:14]([C:17]([F:19])([F:20])[F:18])(=[O:16])=[O:15])=[CH:12][CH:13]=1)=[O:6])[CH3:1]. The catalyst class is: 1.